From a dataset of Forward reaction prediction with 1.9M reactions from USPTO patents (1976-2016). Predict the product of the given reaction. (1) Given the reactants [CH2:1]([O:3][C:4]([C:6]1[C:7]([CH3:23])=[C:8]([C:16]([O:18][C:19]([CH3:22])([CH3:21])[CH3:20])=[O:17])[NH:9][C:10]=1[CH:11]([CH:13]1[CH2:15][CH2:14]1)O)=[O:5])[CH3:2].[BrH:24], predict the reaction product. The product is: [C:19]([O:18][C:16]([C:8]1[NH:9][C:10]([CH:11]=[CH:13][CH2:14][CH2:15][Br:24])=[C:6]([C:4]([OH:3])=[O:5])[C:7]=1[CH3:23])=[O:17])([CH3:22])([CH3:21])[CH3:20].[CH2:1]([O:3][C:4]([C:6]1[C:7]([CH3:23])=[C:8]([C:16]([O:18][C:19]([CH3:22])([CH3:21])[CH3:20])=[O:17])[NH:9][C:10]=1[CH:11]=[CH:13][CH2:14][CH2:15][Br:24])=[O:5])[CH3:2]. (2) Given the reactants [NH2:1][C:2]1[N:3]=[C:4]([NH:17][CH:18]2[CH2:23][CH2:22][N:21]([S:24]([CH:27]=[CH2:28])(=[O:26])=[O:25])[CH2:20][CH2:19]2)[S:5][C:6]=1[C:7]([C:9]1[C:14]([F:15])=[CH:13][CH:12]=[CH:11][C:10]=1[F:16])=[O:8].[CH:29]1([CH2:32][NH:33][CH2:34][CH:35]2[CH2:37][CH2:36]2)[CH2:31][CH2:30]1, predict the reaction product. The product is: [NH2:1][C:2]1[N:3]=[C:4]([NH:17][CH:18]2[CH2:19][CH2:20][N:21]([S:24]([CH2:27][CH2:28][N:33]([CH2:34][CH:35]3[CH2:37][CH2:36]3)[CH2:32][CH:29]3[CH2:31][CH2:30]3)(=[O:25])=[O:26])[CH2:22][CH2:23]2)[S:5][C:6]=1[C:7]([C:9]1[C:14]([F:15])=[CH:13][CH:12]=[CH:11][C:10]=1[F:16])=[O:8]. (3) Given the reactants [NH2:1][C:2]1[CH:9]=[CH:8][CH:7]=[C:6]([CH2:10][CH2:11][CH:12]2[CH2:17][CH2:16][CH2:15][CH2:14][CH2:13]2)[C:3]=1[C:4]#[N:5].O=[C:19]([CH2:26][C:27]([O:29][CH2:30][CH3:31])=[O:28])[CH2:20][C:21]([O:23][CH2:24][CH3:25])=[O:22], predict the reaction product. The product is: [NH2:5][C:4]1[C:3]2[C:2](=[CH:9][CH:8]=[CH:7][C:6]=2[CH2:10][CH2:11][CH:12]2[CH2:17][CH2:16][CH2:15][CH2:14][CH2:13]2)[N:1]=[C:19]([CH2:20][C:21]([O:23][CH2:24][CH3:25])=[O:22])[C:26]=1[C:27]([O:29][CH2:30][CH3:31])=[O:28].